Dataset: Forward reaction prediction with 1.9M reactions from USPTO patents (1976-2016). Task: Predict the product of the given reaction. (1) Given the reactants [C:1]1(O)[C:2]([C:7]2[C:8]([OH:13])=[CH:9][CH:10]=[CH:11][CH:12]=2)=[CH:3][CH:4]=[CH:5][CH:6]=1.[F-].[K+].[C:17]1(=O)[O:21][CH2:20][CH2:19]O1.[CH3:23][C:24]1(C)N(O)C(C)(C)CC(O)C1.C1C2NC3C(=CC=CC=3)SC=2C=CC=1.[C:49]([OH:53])(=[O:52])[CH:50]=[CH2:51].CS(O)(=O)=O, predict the reaction product. The product is: [C:49]([OH:53])(=[O:52])[CH:50]=[CH2:51].[C:49]([OH:53])(=[O:52])[CH:50]=[CH2:51].[C:2]1([C:7]2[CH:12]=[CH:11][CH:10]=[CH:9][CH:8]=2)[CH:3]=[CH:4][CH:5]=[CH:6][CH:1]=1.[C:49]([OH:53])(=[O:52])[CH:50]=[CH2:51].[C:49]([OH:53])(=[O:52])[CH:50]=[CH2:51].[CH2:23]([O:13][C:8]1[CH:9]=[CH:10][CH:11]=[CH:12][C:7]=1[C:2]1[CH:3]=[CH:4][CH:5]=[CH:6][C:17]=1[O:21][CH2:20][CH3:19])[CH3:24]. (2) Given the reactants [F:1][C:2]1[CH:3]=[C:4]2[N:9]([C:10]=1[CH2:11][NH2:12])[CH:8]=[CH:7][CH:6]=[CH:5]2.O[CH:14]1[O:18][C:17](=O)[CH2:16][CH:15]1[CH2:20][CH2:21][CH3:22], predict the reaction product. The product is: [F:1][C:2]1[CH:3]=[C:4]2[N:9]([C:10]=1[CH2:11][N:12]1[CH2:14][CH:15]([CH2:20][CH2:21][CH3:22])[CH2:16][C:17]1=[O:18])[CH:8]=[CH:7][CH:6]=[CH:5]2. (3) Given the reactants [CH3:1][O:2][C:3]1[CH:4]=[CH:5][C:6]([CH:9]=O)=[CH:7][CH:8]=1.[C:11](#[N:15])[CH2:12][C:13]#[N:14].C(N(CC)CC)C.[CH3:23][N:24]1[C:28](=[O:29])[CH2:27][C:26]([C:30]2[CH:35]=[CH:34][CH:33]=[CH:32][CH:31]=2)=[N:25]1, predict the reaction product. The product is: [NH2:14][C:13]1[O:29][C:28]2[N:24]([CH3:23])[N:25]=[C:26]([C:30]3[CH:35]=[CH:34][CH:33]=[CH:32][CH:31]=3)[C:27]=2[CH:9]([C:6]2[CH:7]=[CH:8][C:3]([O:2][CH3:1])=[CH:4][CH:5]=2)[C:12]=1[C:11]#[N:15]. (4) Given the reactants [Br:1][C:2]1[CH:7]=[CH:6][C:5]([NH:8][C:9](=[O:18])[C:10]2[CH:15]=[C:14]([NH2:16])[CH:13]=[CH:12][C:11]=2[F:17])=[CH:4][CH:3]=1.[Cl:19][C:20]1[CH:28]=[CH:27][C:26]([CH2:29][NH:30][C:31]([C:33]([CH3:36])([CH3:35])[CH3:34])=[O:32])=[CH:25][C:21]=1[C:22](O)=[O:23].C1COCC1, predict the reaction product. The product is: [F:17][C:11]1[CH:12]=[CH:13][C:14]([NH:16][C:22](=[O:23])[C:21]2[CH:25]=[C:26]([CH2:29][NH:30][C:31]([C:33]([CH3:34])([CH3:36])[CH3:35])=[O:32])[CH:27]=[CH:28][C:20]=2[Cl:19])=[CH:15][C:10]=1[C:9]([NH:8][C:5]1[CH:4]=[CH:3][C:2]([Br:1])=[CH:7][CH:6]=1)=[O:18]. (5) Given the reactants [CH:1]1([CH2:7][CH:8]([CH2:25][C:26]([N:28]2[CH2:33][CH2:32][O:31][CH2:30][CH2:29]2)=[O:27])[C:9]([NH:11][CH:12]([CH:16]([C:18]2[O:19][C:20]([CH2:23][CH3:24])=[N:21][N:22]=2)[OH:17])[CH2:13][CH2:14][CH3:15])=[O:10])[CH2:6][CH2:5][CH2:4][CH2:3][CH2:2]1.CC(OI1(OC(C)=O)(OC(C)=O)OC(=O)C2C=CC=CC1=2)=O.[O-]S([O-])(=S)=O.[Na+].[Na+].C([O-])(O)=O.[Na+], predict the reaction product. The product is: [CH:1]1([CH2:7][CH:8]([CH2:25][C:26]([N:28]2[CH2:33][CH2:32][O:31][CH2:30][CH2:29]2)=[O:27])[C:9]([NH:11][CH:12]([C:16]([C:18]2[O:19][C:20]([CH2:23][CH3:24])=[N:21][N:22]=2)=[O:17])[CH2:13][CH2:14][CH3:15])=[O:10])[CH2:6][CH2:5][CH2:4][CH2:3][CH2:2]1. (6) The product is: [Cl:1][C:2]1[C:3]([C:25]2[C:30]([Cl:31])=[CH:29][N:28]=[C:27]([F:32])[CH:26]=2)=[N:4][C:5]([NH:8][CH2:16][CH:17]2[CH2:22][CH2:21][O:20][C:19]([CH3:23])([CH3:24])[CH2:18]2)=[CH:6][CH:7]=1. Given the reactants [Cl:1][C:2]1[C:3]([C:25]2[C:30]([Cl:31])=[CH:29][N:28]=[C:27]([F:32])[CH:26]=2)=[N:4][C:5]([N:8]([CH2:16][CH:17]2[CH2:22][CH2:21][O:20][C:19]([CH3:24])([CH3:23])[CH2:18]2)C(=O)OC(C)(C)C)=[CH:6][CH:7]=1.C(O)(C(F)(F)F)=O, predict the reaction product. (7) The product is: [Cl:20][C:21]1[S:47][C:24]2[NH:25][C:26]([C:28]([NH:30][CH:31]3[CH2:40][C:39]4[C:34](=[CH:35][N:3]=[CH:37][CH:38]=4)[NH:33][C:32]3=[O:46])=[O:29])=[CH:27][C:23]=2[CH:22]=1. Given the reactants CC[N:3](C(C)C)C(C)C.C1C=CC2N(O)N=NC=2C=1.[Cl:20][C:21]1[S:47][C:24]2[NH:25][C:26]([C:28]([NH:30][CH:31]3[CH2:40][C:39]4[C:34](=[CH:35]C=[CH:37][CH:38]=4)[N:33](CC(O)CO)[C:32]3=[O:46])=[O:29])=[CH:27][C:23]=2[CH:22]=1.ClC1SC2NC(C(NC3CC4C(=CC=CC=4)N(CC4ON=C(C)N=4)C3=O)=O)=CC=2C=1.CCN=C=NCCCN(C)C, predict the reaction product. (8) Given the reactants [Cl:1][C:2]1[CH:8]=[C:7]([O:9][C:10]2[C:11]3[N:18]([CH2:19][CH3:20])[CH:17]=[CH:16][C:12]=3[N:13]=[CH:14][N:15]=2)[CH:6]=[CH:5][C:3]=1[NH2:4].C(N(CC)CC)C.[F:28][C:29]([F:40])([F:39])[C:30]1[CH:31]=[C:32]([N:36]=[C:37]=[O:38])[CH:33]=[CH:34][CH:35]=1, predict the reaction product. The product is: [Cl:1][C:2]1[CH:8]=[C:7]([O:9][C:10]2[C:11]3[N:18]([CH2:19][CH3:20])[CH:17]=[CH:16][C:12]=3[N:13]=[CH:14][N:15]=2)[CH:6]=[CH:5][C:3]=1[NH:4][C:37]([NH:36][C:32]1[CH:33]=[CH:34][CH:35]=[C:30]([C:29]([F:28])([F:39])[F:40])[CH:31]=1)=[O:38]. (9) Given the reactants [C:1]([N:8]1[CH2:11][CH:10]([OH:12])[CH2:9]1)([O:3][C:4]([CH3:7])([CH3:6])[CH3:5])=[O:2].[H-].[Na+].[Cl:15][C:16]1[N:21]=[C:20](S(C)(=O)=O)[N:19]=[C:18]([N:26]2[CH2:31][CH2:30][O:29][CH2:28][CH2:27]2)[CH:17]=1, predict the reaction product. The product is: [Cl:15][C:16]1[CH:17]=[C:18]([N:26]2[CH2:31][CH2:30][O:29][CH2:28][CH2:27]2)[N:19]=[C:20]([O:12][CH:10]2[CH2:11][N:8]([C:1]([O:3][C:4]([CH3:7])([CH3:6])[CH3:5])=[O:2])[CH2:9]2)[N:21]=1.